The task is: Predict the reactants needed to synthesize the given product.. This data is from Full USPTO retrosynthesis dataset with 1.9M reactions from patents (1976-2016). (1) Given the product [Br:1][C:2]1[CH:3]=[N:4][N:5]([CH2:8][C:9]2[CH:17]=[CH:16][C:12]([C:13]([NH2:15])=[O:14])=[CH:11][CH:10]=2)[CH:6]=1, predict the reactants needed to synthesize it. The reactants are: [Br:1][C:2]1[CH:3]=[N:4][NH:5][CH:6]=1.Cl[CH2:8][C:9]1[CH:17]=[CH:16][C:12]([C:13]([NH2:15])=[O:14])=[CH:11][CH:10]=1.C(=O)([O-])[O-].[K+].[K+].CCCCCCC. (2) Given the product [Br:16][C:17]1[CH:18]=[CH:19][C:20]([F:29])=[C:21]([CH:22]([N:23]2[CH2:27][CH2:26][CH2:25][CH2:24]2)[C:5]2[N:1]([C:6]3[CH:14]=[CH:13][CH:12]=[CH:11][C:7]=3[C:8]([NH2:10])=[S:9])[CH:2]=[CH:3][CH:4]=2)[CH:28]=1, predict the reactants needed to synthesize it. The reactants are: [N:1]1([C:6]2[CH:14]=[CH:13][CH:12]=[CH:11][C:7]=2[C:8]([NH2:10])=[S:9])[CH:5]=[CH:4][CH:3]=[CH:2]1.[Cl-].[Br:16][C:17]1[CH:18]=[CH:19][C:20]([F:29])=[C:21]([CH:28]=1)[CH:22]=[N+:23]1[CH2:27][CH2:26][CH2:25][CH2:24]1.BrC1C=CC(F)=C(C=1)C=O.N1CCCC1. (3) Given the product [CH3:32][C:31]1[N:33]=[C:26]([CH:11]2[CH2:12][CH:13]([C:15]3[CH:20]=[CH:19][C:18]([O:21][C:22]([F:25])([F:23])[F:24])=[CH:17][CH:16]=3)[CH2:14][N:9]([C:7]([N:1]3[CH2:6][CH2:5][O:4][CH2:3][CH2:2]3)=[O:8])[CH2:10]2)[O:27][N:30]=1, predict the reactants needed to synthesize it. The reactants are: [N:1]1([C:7]([N:9]2[CH2:14][CH:13]([C:15]3[CH:20]=[CH:19][C:18]([O:21][C:22]([F:25])([F:24])[F:23])=[CH:17][CH:16]=3)[CH2:12][CH:11]([C:26](O)=[O:27])[CH2:10]2)=[O:8])[CH2:6][CH2:5][O:4][CH2:3][CH2:2]1.O[NH:30][C:31](=[NH:33])[CH3:32]. (4) Given the product [NH2:52][C:47]1[C:48]2[C:43](=[C:42]([C:5]3[N:4]=[C:3]4[C:8]([N:9]=[C:10]([CH2:11][N:12]5[CH2:13][CH2:14][CH:15]([C:18]([OH:21])([CH3:20])[CH3:19])[CH2:16][CH2:17]5)[N:2]4[CH3:1])=[C:7]([N:22]4[CH2:27][CH2:26][O:25][CH2:24][CH2:23]4)[N:6]=3)[CH:51]=[CH:50][CH:49]=2)[CH:44]=[CH:45][N:46]=1, predict the reactants needed to synthesize it. The reactants are: [CH3:1][N:2]1[C:10]([CH2:11][N:12]2[CH2:17][CH2:16][CH:15]([C:18]([OH:21])([CH3:20])[CH3:19])[CH2:14][CH2:13]2)=[N:9][C:8]2[C:3]1=[N:4][C:5]([Sn](CCCC)(CCCC)CCCC)=[N:6][C:7]=2[N:22]1[CH2:27][CH2:26][O:25][CH2:24][CH2:23]1.Br[C:42]1[CH:51]=[CH:50][CH:49]=[C:48]2[C:43]=1[CH:44]=[CH:45][N:46]=[C:47]2[NH2:52]. (5) The reactants are: [CH2:1]([O:8][C:9]1[CH:10]=[C:11]2[C:16](=[CH:17][CH:18]=1)[C:15](=[O:19])[CH2:14][CH2:13][CH2:12]2)[C:2]1[CH:7]=[CH:6][CH:5]=[CH:4][CH:3]=1.[Br:20]Br. Given the product [CH2:1]([O:8][C:9]1[CH:10]=[C:11]2[C:16]([CH:15]=[C:14]([Br:20])[CH2:13][CH2:12]2)=[CH:17][CH:18]=1)[C:2]1[CH:7]=[CH:6][CH:5]=[CH:4][CH:3]=1.[CH2:1]([O:8][C:9]1[CH:10]=[C:11]2[C:16](=[CH:17][CH:18]=1)[CH:15]([OH:19])[CH:14]([Br:20])[CH2:13][CH2:12]2)[C:2]1[CH:3]=[CH:4][CH:5]=[CH:6][CH:7]=1, predict the reactants needed to synthesize it. (6) Given the product [NH2:1][C:2]1[CH:10]=[CH:9][C:5]([C:6]([O:8][CH2:20][CH3:21])=[O:7])=[CH:4][C:3]=1[O:11][C:12]([F:13])([F:14])[F:15], predict the reactants needed to synthesize it. The reactants are: [NH2:1][C:2]1[CH:10]=[CH:9][C:5]([C:6]([OH:8])=[O:7])=[CH:4][C:3]=1[O:11][C:12]([F:15])([F:14])[F:13].S(Cl)(Cl)=O.[CH2:20](O)[CH3:21]. (7) Given the product [NH:3]1[C:4]2[CH:10]=[CH:9][CH:8]=[CH:7][C:5]=2[N:6]=[C:2]1[S:1][CH2:14][CH2:13][CH:12]([S:16]([OH:18])(=[O:17])=[O:15])[CH3:11], predict the reactants needed to synthesize it. The reactants are: [SH:1][C:2]1[NH:3][C:4]2[CH:10]=[CH:9][CH:8]=[CH:7][C:5]=2[N:6]=1.[CH3:11][CH:12]1[S:16](=[O:18])(=[O:17])[O:15][CH2:14][CH2:13]1.